From a dataset of Full USPTO retrosynthesis dataset with 1.9M reactions from patents (1976-2016). Predict the reactants needed to synthesize the given product. (1) Given the product [C:11]([O:10][C:8](=[O:9])[NH:7][C:6]1[S:5][C:4]([C:22]2[CH:23]=[N:24][CH:25]=[C:26]([F:28])[CH:27]=2)=[N:3][C:2]=1[F:1])([CH3:14])([CH3:12])[CH3:13], predict the reactants needed to synthesize it. The reactants are: [F:1][C:2]1[N:3]=[C:4]([C:22]2[CH:23]=[N:24][CH:25]=[C:26]([F:28])[CH:27]=2)[S:5][C:6]=1[N:7](C(OC(C)(C)C)=O)[C:8]([O:10][C:11]([CH3:14])([CH3:13])[CH3:12])=[O:9].FC(F)(F)C(O)=O. (2) Given the product [C:12]1([C:9]2[N:10]=[CH:11][C:6]([C:4](=[O:5])[CH3:19])=[CH:7][N:8]=2)[CH:13]=[CH:14][CH:15]=[CH:16][CH:17]=1, predict the reactants needed to synthesize it. The reactants are: CON(C)[C:4]([C:6]1[CH:7]=[N:8][C:9]([C:12]2[CH:17]=[CH:16][CH:15]=[CH:14][CH:13]=2)=[N:10][CH:11]=1)=[O:5].[C:19](=O)=O.C[Mg]Cl.[Cl-].[NH4+]. (3) Given the product [NH2:14][C:8]1[C:7]([O:15][CH2:16][CH3:17])=[CH:6][C:5]([CH2:4][OH:3])=[CH:10][C:9]=1[O:11][CH2:12][CH3:13], predict the reactants needed to synthesize it. The reactants are: C([O:3][C:4](=O)[C:5]1[CH:10]=[C:9]([O:11][CH2:12][CH3:13])[C:8]([NH2:14])=[C:7]([O:15][CH2:16][CH3:17])[CH:6]=1)C.[H-].C([Al+]CC(C)C)C(C)C. (4) Given the product [P:4]([CH2:9][O:10][C@H:11]([CH3:23])[CH2:12][N:13]1[CH:21]=[N:20][C:19]2[C:14]1=[N:15][CH:16]=[N:17][C:18]=2[NH2:22])([OH:5])([OH:6])=[O:3], predict the reactants needed to synthesize it. The reactants are: C([O:3][P:4]([CH2:9][O:10][C@H:11]([CH3:23])[CH2:12][N:13]1[CH:21]=[N:20][C:19]2[C:14]1=[N:15][CH:16]=[N:17][C:18]=2[NH2:22])([O:6]CC)=[O:5])C.Br[Si](C)(C)C. (5) Given the product [Cl:1][C:2]1[N:7]=[C:6]([C:8]2[S:12][C:11]([CH:13]([CH3:15])[CH3:14])=[N:10][C:9]=2[C:16]2[CH:17]=[C:18]([NH:22][S:23]([C:26]3[CH:31]=[N:58][N:57]([CH3:56])[CH:27]=3)(=[O:24])=[O:25])[CH:19]=[CH:20][CH:21]=2)[CH:5]=[CH:4][N:3]=1, predict the reactants needed to synthesize it. The reactants are: [Cl:1][C:2]1[N:7]=[C:6]([C:8]2[S:12][C:11]([CH:13]([CH3:15])[CH3:14])=[N:10][C:9]=2[C:16]2[CH:17]=[C:18]([NH:22][S:23]([C:26]3[C:31](F)=CC=C[C:27]=3F)(=[O:25])=[O:24])[CH:19]=[CH:20][CH:21]=2)[CH:5]=[CH:4][N:3]=1.ClC1N=C(C2SC(C(C)C)=NC=2C2C=C(C=CC=2)N)C=CN=1.[CH3:56][N:57]1C=C(S(Cl)(=O)=O)C=[N:58]1. (6) Given the product [C:63]([OH:68])(=[O:67])[C:64]([OH:66])=[O:65].[CH3:21][O:20][C:14]1[CH:13]=[C:12]2[C:17](=[CH:16][C:15]=1[O:18][CH3:19])[CH:8]([CH2:7][C:6]1[CH:22]=[CH:23][C:3]([C:30]3[CH:31]=[CH:32][C:27]([CH3:26])=[CH:28][CH:29]=3)=[CH:4][CH:5]=1)[NH:9][CH2:10][CH2:11]2, predict the reactants needed to synthesize it. The reactants are: Cl.Br[C:3]1[CH:23]=[CH:22][C:6]([CH2:7][CH:8]2[C:17]3[C:12](=[CH:13][C:14]([O:20][CH3:21])=[C:15]([O:18][CH3:19])[CH:16]=3)[CH2:11][CH2:10][NH:9]2)=[CH:5][CH:4]=1.[OH-].[Na+].[CH3:26][C:27]1[CH:32]=[CH:31][C:30](B(O)O)=[CH:29][CH:28]=1.C1C=CC(P(C2C=CC=CC=2)C2C=CC=CC=2)=CC=1.C([O-])([O-])=O.[Na+].[Na+].O.O.[C:63]([OH:68])(=[O:67])[C:64]([OH:66])=[O:65]. (7) Given the product [CH2:40]([O:42][C:11](=[O:38])[CH2:12][N:13]1[N:19]=[C:18]([CH:20]2[CH2:21][CH2:22][CH2:23][CH2:24][CH2:25]2)[C:17]2[CH:26]=[CH:27][CH:28]=[CH:29][C:16]=2[N:15]([CH2:30][C:31](=[O:36])[C:32]([CH3:34])([CH3:33])[CH3:35])[C:14]1=[O:37])[CH3:41], predict the reactants needed to synthesize it. The reactants are: COC(=O)C1C=CC=C(N[C:11](=[O:38])[CH2:12][N:13]2[N:19]=[C:18]([CH:20]3[CH2:25][CH2:24][CH2:23][CH2:22][CH2:21]3)[C:17]3[CH:26]=[CH:27][CH:28]=[CH:29][C:16]=3[N:15]([CH2:30][C:31](=[O:36])[C:32]([CH3:35])([CH3:34])[CH3:33])[C:14]2=[O:37])C=1.[CH2:40]([O:42]C(=O)CN1CCC2C(=CC(N)=CC=2)C1)[CH3:41]. (8) Given the product [CH:1]([C:4]1[CH:5]=[CH:6][C:7]([C:10]2[N:11]=[N:12][N:13]([CH2:16][C:17]([CH3:23])([CH3:22])[C:18]([O:20][CH3:21])=[O:19])[N:14]=2)=[CH:8][CH:9]=1)([CH3:3])[CH3:2], predict the reactants needed to synthesize it. The reactants are: [CH:1]([C:4]1[CH:9]=[CH:8][C:7]([C:10]2[N:11]=[N:12][NH:13][N:14]=2)=[CH:6][CH:5]=1)([CH3:3])[CH3:2].O[CH2:16][C:17]([CH3:23])([CH3:22])[C:18]([O:20][CH3:21])=[O:19].C1C=CC(P(C2C=CC=CC=2)C2C=CC=CC=2)=CC=1.CCOC(/N=N/C(OCC)=O)=O. (9) Given the product [CH:25]1([N:11]([C@H:12]2[CH2:17][CH2:16][CH2:15][NH:14][CH2:13]2)[C:9](=[O:10])[O:8][CH2:1][C:2]2[CH:7]=[CH:6][CH:5]=[CH:4][CH:3]=2)[CH2:27][CH2:26]1, predict the reactants needed to synthesize it. The reactants are: [CH2:1]([O:8][C:9]([N:11]([CH:25]1[CH2:27][CH2:26]1)[C@H:12]1[CH2:17][CH2:16][CH2:15][N:14](C(OC(C)(C)C)=O)[CH2:13]1)=[O:10])[C:2]1[CH:7]=[CH:6][CH:5]=[CH:4][CH:3]=1.C(O)(C(F)(F)F)=O.